Dataset: Forward reaction prediction with 1.9M reactions from USPTO patents (1976-2016). Task: Predict the product of the given reaction. (1) The product is: [Br:17][C:8]1[C:3]([CH3:2])=[C:4]([C:11]2[CH:16]=[CH:15][CH:14]=[CH:13][CH:12]=2)[C:5]([CH3:10])=[CH:6][C:7]=1[CH3:9]. Given the reactants [Al].[CH3:2][C:3]1[CH:8]=[C:7]([CH3:9])[CH:6]=[C:5]([CH3:10])[C:4]=1[C:11]1[CH:16]=[CH:15][CH:14]=[CH:13][CH:12]=1.[Br-:17].[Li+].[B-](F)(F)(F)F.[B-](F)(F)(F)F.C1[N+]2(CCl)CC[N+](F)(CC2)C1, predict the reaction product. (2) Given the reactants Br[C:2]1[CH:7]=[CH:6][CH:5]=[CH:4][N:3]=1.[CH2:8]([C:12]1[O:16][N:15]=[C:14]([C:17]2[CH:22]=[CH:21][C:20]([F:23])=[CH:19][CH:18]=2)[CH:13]=1)[CH2:9][C:10]#[CH:11], predict the reaction product. The product is: [F:23][C:20]1[CH:19]=[CH:18][C:17]([C:14]2[CH:13]=[C:12]([CH2:8][CH2:9][C:10]#[C:11][C:2]3[CH:7]=[CH:6][CH:5]=[CH:4][N:3]=3)[O:16][N:15]=2)=[CH:22][CH:21]=1.